Dataset: Forward reaction prediction with 1.9M reactions from USPTO patents (1976-2016). Task: Predict the product of the given reaction. (1) Given the reactants Cl.[NH2:2][CH2:3][C:4]1[CH:9]=[CH:8][C:7]([C:10]2[N:14]=C(C)O[N:11]=2)=[CH:6][C:5]=1[NH:16][CH2:17][C:18]([O:20]CC1C=CC=CC=1)=[O:19].[C:28](O)(=[O:37])[C:29]1[CH:34]=[CH:33][CH:32]=[C:31]([O:35][CH3:36])[CH:30]=1, predict the reaction product. The product is: [C:10]([C:7]1[CH:8]=[CH:9][C:4]([CH2:3][NH:2][C:28](=[O:37])[C:29]2[CH:34]=[CH:33][CH:32]=[C:31]([O:35][CH3:36])[CH:30]=2)=[C:5]([NH:16][CH2:17][C:18]([OH:20])=[O:19])[CH:6]=1)(=[NH:11])[NH2:14]. (2) Given the reactants [CH2:1]([NH:3][C:4]([NH:6][C:7]1[CH:12]=[CH:11][C:10]([C:13]2[N:14]=[C:15]([N:23]3[CH2:28][CH2:27][O:26][CH2:25][C@@H:24]3[CH3:29])[C:16]3[CH2:22][CH2:21][NH:20][CH2:19][C:17]=3[N:18]=2)=[CH:9][CH:8]=1)=[O:5])[CH3:2].Cl[C:31]1[CH:36]=[CH:35][N:34]([CH3:37])[C:33](=[O:38])[CH:32]=1, predict the reaction product. The product is: [CH2:1]([NH:3][C:4]([NH:6][C:7]1[CH:8]=[CH:9][C:10]([C:13]2[N:14]=[C:15]([N:23]3[CH2:28][CH2:27][O:26][CH2:25][C@@H:24]3[CH3:29])[C:16]3[CH2:22][CH2:21][N:20]([C:31]4[CH:36]=[CH:35][N:34]([CH3:37])[C:33](=[O:38])[CH:32]=4)[CH2:19][C:17]=3[N:18]=2)=[CH:11][CH:12]=1)=[O:5])[CH3:2]. (3) The product is: [ClH:28].[CH2:1]([O:3][C:4](=[O:27])[CH2:5][CH2:6][C@@H:7]([NH2:19])[CH2:8][S:9][CH2:10][C:11]1[CH:12]=[CH:13][C:14]([O:17][CH3:18])=[CH:15][CH:16]=1)[CH3:2]. Given the reactants [CH2:1]([O:3][C:4](=[O:27])[CH2:5][CH2:6][C@@H:7]([NH:19]C(OC(C)(C)C)=O)[CH2:8][S:9][CH2:10][C:11]1[CH:16]=[CH:15][C:14]([O:17][CH3:18])=[CH:13][CH:12]=1)[CH3:2].[ClH:28].C(OCC)(=O)C, predict the reaction product. (4) Given the reactants [NH2:1][C@H:2]([CH2:18][C:19]1[CH:24]=[CH:23][C:22]([CH2:25][CH3:26])=[C:21]([CH2:27][CH3:28])[CH:20]=1)[C:3]([N:5]1[CH2:10][CH2:9][N:8]([CH:11]2[CH2:16][CH2:15][N:14]([CH3:17])[CH2:13][CH2:12]2)[CH2:7][CH2:6]1)=[O:4].C(N(C(C)C)C(C)C)C.[C:38]1([C:44]2[NH:45][C:46](=[O:55])[N:47]([CH:49]3[CH2:54][CH2:53][NH:52][CH2:51][CH2:50]3)[N:48]=2)[CH:43]=[CH:42][CH:41]=[CH:40][CH:39]=1.C1C[O:59][CH2:58]C1, predict the reaction product. The product is: [CH2:27]([C:21]1[CH:20]=[C:19]([CH:24]=[CH:23][C:22]=1[CH2:25][CH3:26])[CH2:18][C@@H:2]([NH:1][C:58]([N:52]1[CH2:51][CH2:50][CH:49]([N:47]2[C:46](=[O:55])[NH:45][C:44]([C:38]3[CH:39]=[CH:40][CH:41]=[CH:42][CH:43]=3)=[N:48]2)[CH2:54][CH2:53]1)=[O:59])[C:3]([N:5]1[CH2:10][CH2:9][N:8]([CH:11]2[CH2:16][CH2:15][N:14]([CH3:17])[CH2:13][CH2:12]2)[CH2:7][CH2:6]1)=[O:4])[CH3:28].